From a dataset of Reaction yield outcomes from USPTO patents with 853,638 reactions. Predict the reaction yield, written as a fraction of the theoretical maximum amount of product (1.0 means a 100% yield; for example, 0.34 means a 34% yield). (1) The reactants are [CH3:1][C:2]1([CH3:18])[CH2:7][CH:6](O)[CH:5]=[C:4]([C:9]2[CH:14]=[CH:13][N:12]=[CH:11][C:10]=2[N+:15]([O-:17])=[O:16])[CH2:3]1.C1(P(C2C=CC=CC=2)C2C=CC=CC=2)C=CC=CC=1.[C:38]1(=[O:48])[NH:42][C:41](=[O:43])[C:40]2=[CH:44][CH:45]=[CH:46][CH:47]=[C:39]12.N(C(OC(C)(C)C)=O)=NC(OC(C)(C)C)=O. The catalyst is C1COCC1. The product is [CH3:1][C:2]1([CH3:18])[CH2:7][CH:6]([N:42]2[C:38](=[O:48])[C:39]3[C:40](=[CH:44][CH:45]=[CH:46][CH:47]=3)[C:41]2=[O:43])[CH:5]=[C:4]([C:9]2[CH:14]=[CH:13][N:12]=[CH:11][C:10]=2[N+:15]([O-:17])=[O:16])[CH2:3]1. The yield is 0.990. (2) The reactants are [CH3:1][O:2][C:3]1[CH:8]=[CH:7][C:6]([O:9][C:10](=[O:12])[CH3:11])=[CH:5][CH:4]=1.C([O-])(=O)C.[Na+].[Br:18]Br. The catalyst is C(O)(=O)C. The product is [Br:18][C:4]1[CH:5]=[C:6]([O:9][C:10](=[O:12])[CH3:11])[CH:7]=[CH:8][C:3]=1[O:2][CH3:1]. The yield is 0.810. (3) The reactants are ClC(OCC)=O.[CH:7]1([O:12][C:13](=[O:28])[C@@H:14]([NH:20][C:21]([O:23][C:24]([CH3:27])([CH3:26])[CH3:25])=[O:22])[CH2:15][CH2:16][C:17](O)=[O:18])[CH2:11][CH2:10][CH2:9][CH2:8]1.CN1CCOCC1.[BH4-].[Na+].Cl. The catalyst is C1COCC1.O. The product is [CH:7]1([O:12][C:13](=[O:28])[C@@H:14]([NH:20][C:21]([O:23][C:24]([CH3:26])([CH3:25])[CH3:27])=[O:22])[CH2:15][CH2:16][CH2:17][OH:18])[CH2:11][CH2:10][CH2:9][CH2:8]1. The yield is 0.780. (4) The reactants are [CH3:1][C:2]1[N:7]=[C:6]2[NH:8][C:9]([C:11](=[O:28])[NH:12][CH:13]([C:18]3[CH:23]=[CH:22][CH:21]=[C:20]([C:24]([F:27])([F:26])[F:25])[CH:19]=3)[C:14]([F:17])([F:16])[F:15])=[CH:10][C:5]2=[CH:4][C:3]=1[C:29]([O:31][CH3:32])=[O:30].[H-].[Na+].I[CH2:36][CH3:37].O. The catalyst is CN(C)C=O.C(OCC)(=O)C. The product is [CH2:36]([N:8]1[C:6]2=[N:7][C:2]([CH3:1])=[C:3]([C:29]([O:31][CH3:32])=[O:30])[CH:4]=[C:5]2[CH:10]=[C:9]1[C:11](=[O:28])[NH:12][CH:13]([C:18]1[CH:23]=[CH:22][CH:21]=[C:20]([C:24]([F:27])([F:26])[F:25])[CH:19]=1)[C:14]([F:15])([F:16])[F:17])[CH3:37]. The yield is 0.660. (5) The reactants are [F:1][C:2]([F:16])([F:15])[C:3](=O)[CH2:4][C:5]([C:7]1[CH:12]=[CH:11][C:10]([OH:13])=[CH:9][CH:8]=1)=O.Cl.[C:18]([NH:22][NH2:23])([CH3:21])([CH3:20])[CH3:19].C(O)C. No catalyst specified. The product is [C:18]([N:22]1[C:5]([C:7]2[CH:12]=[CH:11][C:10]([OH:13])=[CH:9][CH:8]=2)=[CH:4][C:3]([C:2]([F:16])([F:15])[F:1])=[N:23]1)([CH3:21])([CH3:20])[CH3:19]. The yield is 0.600. (6) The reactants are Br[CH:2]([CH2:6][CH2:7][CH2:8][CH3:9])[C:3]([OH:5])=[O:4].[Cl:10][C:11]1[CH:16]=[C:15]([Cl:17])[CH:14]=[C:13]([Cl:18])[C:12]=1[OH:19].[NH2:20][C:21]1[S:22][CH:23]=[CH:24][N:25]=1. The catalyst is C1COCC1. The product is [Cl:10][C:11]1[CH:16]=[C:15]([Cl:17])[CH:14]=[C:13]([Cl:18])[C:12]=1[O:19][CH:2]([CH2:6][CH2:7][CH2:8][CH3:9])[C:3]([OH:5])=[O:4].[Cl:10][C:11]1[CH:16]=[C:15]([Cl:17])[CH:14]=[C:13]([Cl:18])[C:12]=1[O:19][CH:2]([CH2:6][CH2:7][CH2:8][CH3:9])[C:3]([NH:20][C:21]1[S:22][CH:23]=[CH:24][N:25]=1)=[O:4]. The yield is 0.760. (7) The reactants are [NH2:1][C:2]1[CH:3]=[C:4]([CH:22]=[CH:23][CH:24]=1)[C:5]([NH:7][CH2:8][CH:9]([OH:21])[CH2:10][N:11]1[CH2:20][CH2:19][C:18]2[C:13](=[CH:14][CH:15]=[CH:16][CH:17]=2)[CH2:12]1)=[O:6].[O:25]1[CH2:30][CH2:29][CH:28]([C:31](=O)[CH3:32])[CH2:27][CH2:26]1.CC(O)=O.[BH3-]C#N.[Na+]. The catalyst is CO. The product is [CH2:12]1[C:13]2[C:18](=[CH:17][CH:16]=[CH:15][CH:14]=2)[CH2:19][CH2:20][N:11]1[CH2:10][CH:9]([OH:21])[CH2:8][NH:7][C:5](=[O:6])[C:4]1[CH:22]=[CH:23][CH:24]=[C:2]([NH:1][CH:31]([CH:28]2[CH2:29][CH2:30][O:25][CH2:26][CH2:27]2)[CH3:32])[CH:3]=1. The yield is 0.0800. (8) The reactants are Cl[S:2]([C:5]1[CH:6]=[C:7]2[C:11](=[CH:12][CH:13]=1)[NH:10][C:9](=[O:14])[CH2:8]2)(=[O:4])=[O:3].[NH2:15][C:16]1[CH:17]=[N:18][CH:19]=[CH:20][CH:21]=1. The catalyst is N1C=CC=CC=1. The product is [N:18]1[CH:19]=[CH:20][CH:21]=[C:16]([NH:15][S:2]([C:5]2[CH:6]=[C:7]3[C:11](=[CH:12][CH:13]=2)[NH:10][C:9](=[O:14])[CH2:8]3)(=[O:4])=[O:3])[CH:17]=1. The yield is 0.380.